Dataset: Reaction yield outcomes from USPTO patents with 853,638 reactions. Task: Predict the reaction yield, written as a fraction of the theoretical maximum amount of product (1.0 means a 100% yield; for example, 0.34 means a 34% yield). (1) The reactants are [CH3:1][O:2]/[N:3]=[C:4](/[C:15]1[CH:20]=[CH:19][C:18]([O:21][CH3:22])=[CH:17][CH:16]=1)\[CH2:5][O:6][C:7]1[CH:12]=[CH:11][C:10]([CH2:13][OH:14])=[CH:9][CH:8]=1.O[C:24]1[CH:29]=[CH:28][C:27]([CH:30]2[CH2:32][CH:31]2[C:33]([O:35]CC)=[O:34])=[CH:26][CH:25]=1. No catalyst specified. The product is [CH3:1][O:2]/[N:3]=[C:4](/[C:15]1[CH:16]=[CH:17][C:18]([O:21][CH3:22])=[CH:19][CH:20]=1)\[CH2:5][O:6][C:7]1[CH:8]=[CH:9][C:10]([CH2:13][O:14][C:24]2[CH:29]=[CH:28][C:27]([CH:30]3[CH2:32][CH:31]3[C:33]([OH:35])=[O:34])=[CH:26][CH:25]=2)=[CH:11][CH:12]=1. The yield is 0.133. (2) The reactants are [F:1][C:2]1[CH:7]=[CH:6][C:5]([C:8]2[C:12]([CH2:13][NH:14][C:15]3[CH:16]=[C:17]([C:20]([OH:22])=O)[NH:18][N:19]=3)=[C:11]([CH3:23])[O:10][N:9]=2)=[CH:4][CH:3]=1.O.ON1C2C=CC=CC=2N=N1.C(N(C(C)C)C(C)C)C.[OH:44][C:45]([CH3:49])([CH3:48])[CH2:46][NH2:47].[Cl-].[Na+]. The catalyst is CN(C=O)C. The product is [OH:44][C:45]([CH3:49])([CH3:48])[CH2:46][NH:47][C:20]([C:17]1[NH:18][N:19]=[C:15]([NH:14][CH2:13][C:12]2[C:8]([C:5]3[CH:4]=[CH:3][C:2]([F:1])=[CH:7][CH:6]=3)=[N:9][O:10][C:11]=2[CH3:23])[CH:16]=1)=[O:22]. The yield is 0.290.